Task: Predict the reactants needed to synthesize the given product.. Dataset: Full USPTO retrosynthesis dataset with 1.9M reactions from patents (1976-2016) (1) Given the product [CH2:1]([NH:9][C:10]([C:12]1[C:13]([C:18]2[CH:23]=[CH:22][CH:21]=[CH:20][C:19]=2[CH2:24][NH:25][S:35]([C:32]2[CH:31]=[CH:30][C:29]([C:26](=[O:28])[CH3:27])=[CH:34][CH:33]=2)(=[O:37])=[O:36])=[CH:14][CH:15]=[CH:16][CH:17]=1)=[O:11])[CH2:2][C:3]1[CH:4]=[CH:5][CH:6]=[CH:7][CH:8]=1, predict the reactants needed to synthesize it. The reactants are: [CH2:1]([NH:9][C:10]([C:12]1[C:13]([C:18]2[CH:23]=[CH:22][CH:21]=[CH:20][C:19]=2[CH2:24][NH2:25])=[CH:14][CH:15]=[CH:16][CH:17]=1)=[O:11])[CH2:2][C:3]1[CH:8]=[CH:7][CH:6]=[CH:5][CH:4]=1.[C:26]([C:29]1[CH:34]=[CH:33][C:32]([S:35](Cl)(=[O:37])=[O:36])=[CH:31][CH:30]=1)(=[O:28])[CH3:27].C(NC(C1C(C2C=CC=CC=2C(S(C2C=CC(C(=O)C)=CC=2)(=O)=O)N)=CC=CC=1)=O)CC1C=CC=CC=1. (2) Given the product [CH3:15][C:16]1([CH3:35])[CH2:20][C:19]2([CH2:25][CH2:24][C:23]([C:2]3[C:6]([CH:7]=[O:8])=[CH:5][N:4]([CH:9]4[CH2:14][CH2:13][CH2:12][CH2:11][O:10]4)[N:3]=3)=[CH:22][CH2:21]2)[O:18][CH2:17]1, predict the reactants needed to synthesize it. The reactants are: I[C:2]1[C:6]([CH:7]=[O:8])=[CH:5][N:4]([CH:9]2[CH2:14][CH2:13][CH2:12][CH2:11][O:10]2)[N:3]=1.[CH3:15][C:16]1([CH3:35])[CH2:20][C:19]2([CH2:25][CH2:24][C:23](B3OC(C)(C)C(C)(C)O3)=[CH:22][CH2:21]2)[O:18][CH2:17]1.C([O-])([O-])=O.[Cs+].[Cs+]. (3) Given the product [CH2:1]([N:3]([CH2:17][CH3:18])[CH2:4][C:5]([CH3:6])([C:7]1[CH:12]=[CH:11][C:10]([N+:13]([O-:15])=[O:14])=[CH:9][CH:8]=1)[CH3:16])[CH3:2], predict the reactants needed to synthesize it. The reactants are: [CH2:1]([NH:3][CH2:4][C:5]([CH3:16])([C:7]1[CH:12]=[CH:11][C:10]([N+:13]([O-:15])=[O:14])=[CH:9][CH:8]=1)[CH3:6])[CH3:2].[CH2:17](I)[CH3:18].C(=O)([O-])[O-].[K+].[K+]. (4) Given the product [Na+:18].[CH3:1][O:2][P:3]([CH2:7][NH:8][S:9]([C:12]1[S:13][CH:14]=[CH:15][CH:16]=1)(=[O:11])=[O:10])(=[O:4])[O-:6], predict the reactants needed to synthesize it. The reactants are: [CH3:1][O:2][P:3]([CH2:7][NH:8][S:9]([C:12]1[S:13][CH:14]=[CH:15][CH:16]=1)(=[O:11])=[O:10])(=[O:6])[O:4]C.[OH-].[Na+:18].